Dataset: Peptide-MHC class I binding affinity with 185,985 pairs from IEDB/IMGT. Task: Regression. Given a peptide amino acid sequence and an MHC pseudo amino acid sequence, predict their binding affinity value. This is MHC class I binding data. (1) The peptide sequence is SLYSGFPSL. The MHC is HLA-A69:01 with pseudo-sequence HLA-A69:01. The binding affinity (normalized) is 1.00. (2) The peptide sequence is FMEEEIKAEM. The MHC is HLA-A02:01 with pseudo-sequence HLA-A02:01. The binding affinity (normalized) is 0.588.